Predict which catalyst facilitates the given reaction. From a dataset of Catalyst prediction with 721,799 reactions and 888 catalyst types from USPTO. Reactant: [H-].[H-].[H-].[H-].[Li+].[Al+3].[CH2:7]([O:25][C:26]1[CH:27]=[C:28]([CH:51]2[CH2:55][S:54][S:53][CH2:52]2)[CH:29]=[C:30]([O:32][CH2:33][CH2:34][CH2:35][CH2:36][CH2:37][CH2:38][CH2:39][CH2:40][CH2:41][CH2:42][CH2:43][CH2:44][CH2:45][CH2:46][CH2:47][CH2:48][CH2:49][CH3:50])[CH:31]=1)[CH2:8][CH2:9][CH2:10][CH2:11][CH2:12][CH2:13][CH2:14][CH2:15][CH2:16][CH2:17][CH2:18][CH2:19][CH2:20][CH2:21][CH2:22][CH2:23][CH3:24]. Product: [CH2:7]([O:25][C:26]1[CH:27]=[C:28]([CH:51]([CH2:52][SH:53])[CH2:55][SH:54])[CH:29]=[C:30]([O:32][CH2:33][CH2:34][CH2:35][CH2:36][CH2:37][CH2:38][CH2:39][CH2:40][CH2:41][CH2:42][CH2:43][CH2:44][CH2:45][CH2:46][CH2:47][CH2:48][CH2:49][CH3:50])[CH:31]=1)[CH2:8][CH2:9][CH2:10][CH2:11][CH2:12][CH2:13][CH2:14][CH2:15][CH2:16][CH2:17][CH2:18][CH2:19][CH2:20][CH2:21][CH2:22][CH2:23][CH3:24]. The catalyst class is: 1.